Regression. Given two drug SMILES strings and cell line genomic features, predict the synergy score measuring deviation from expected non-interaction effect. From a dataset of NCI-60 drug combinations with 297,098 pairs across 59 cell lines. Drug 2: COCCOC1=C(C=C2C(=C1)C(=NC=N2)NC3=CC=CC(=C3)C#C)OCCOC.Cl. Cell line: COLO 205. Drug 1: C1CNP(=O)(OC1)N(CCCl)CCCl. Synergy scores: CSS=6.38, Synergy_ZIP=2.25, Synergy_Bliss=1.37, Synergy_Loewe=2.18, Synergy_HSA=0.168.